From a dataset of Peptide-MHC class I binding affinity with 185,985 pairs from IEDB/IMGT. Regression. Given a peptide amino acid sequence and an MHC pseudo amino acid sequence, predict their binding affinity value. This is MHC class I binding data. (1) The peptide sequence is WFSQRGGSY. The MHC is HLA-A23:01 with pseudo-sequence HLA-A23:01. The binding affinity (normalized) is 0. (2) The peptide sequence is EVLTLATGPV. The MHC is HLA-A68:02 with pseudo-sequence HLA-A68:02. The binding affinity (normalized) is 0.708. (3) The peptide sequence is SLFNWLWYE. The MHC is HLA-B51:01 with pseudo-sequence HLA-B51:01. The binding affinity (normalized) is 0.0847. (4) The peptide sequence is ATIWQLLAF. The MHC is HLA-A24:03 with pseudo-sequence HLA-A24:03. The binding affinity (normalized) is 0.541. (5) The peptide sequence is ITAGYNRYY. The MHC is HLA-B07:02 with pseudo-sequence HLA-B07:02. The binding affinity (normalized) is 0.0847. (6) The peptide sequence is EIIELTRTL. The MHC is HLA-B58:01 with pseudo-sequence HLA-B58:01. The binding affinity (normalized) is 0.0847. (7) The binding affinity (normalized) is 0.831. The peptide sequence is YSELRPDTRY. The MHC is HLA-A01:01 with pseudo-sequence HLA-A01:01.